This data is from Forward reaction prediction with 1.9M reactions from USPTO patents (1976-2016). The task is: Predict the product of the given reaction. (1) Given the reactants [CH3:1][CH:2]([N:4]1[C:8]2[N:9]=[C:10]([C:19]3[CH:24]=[CH:23][C:22]([NH:25][C:26]([NH:28][C:29]4[CH:34]=[CH:33][C:32]([N+:35]([O-])=O)=[CH:31][CH:30]=4)=[O:27])=[CH:21][CH:20]=3)[N:11]=[C:12]([N:13]3[CH2:18][CH2:17][O:16][CH2:15][CH2:14]3)[C:7]=2[N:6]=[N:5]1)[CH3:3], predict the reaction product. The product is: [NH2:35][C:32]1[CH:33]=[CH:34][C:29]([NH:28][C:26]([NH:25][C:22]2[CH:23]=[CH:24][C:19]([C:10]3[N:11]=[C:12]([N:13]4[CH2:18][CH2:17][O:16][CH2:15][CH2:14]4)[C:7]4[N:6]=[N:5][N:4]([CH:2]([CH3:3])[CH3:1])[C:8]=4[N:9]=3)=[CH:20][CH:21]=2)=[O:27])=[CH:30][CH:31]=1. (2) The product is: [Br:1][C:2]1[CH:10]=[C:9]2[C:5]([C:6]([CH2:20][N:21]([CH3:29])[C:22](=[O:28])[O:23][C:24]([CH3:25])([CH3:26])[CH3:27])=[CH:7][NH:8]2)=[CH:4][CH:3]=1. Given the reactants [Br:1][C:2]1[CH:10]=[C:9]2[C:5]([C:6]([CH2:20][N:21]([CH3:29])[C:22](=[O:28])[O:23][C:24]([CH3:27])([CH3:26])[CH3:25])=[CH:7][N:8]2S(C2C=NC=CC=2)(=O)=O)=[CH:4][CH:3]=1.[F-].C([N+](CCCC)(CCCC)CCCC)CCC.O1CCCC1, predict the reaction product. (3) Given the reactants [CH:1]1([OH:7])[CH2:6][CH2:5][CH2:4][CH:3]=[CH:2]1.[NH2:8][C:9]1[CH:16]=[CH:15][CH:14]=[C:13](F)[C:10]=1[C:11]#[N:12], predict the reaction product. The product is: [NH2:8][C:9]1[CH:16]=[CH:15][CH:14]=[C:13]([O:7][CH:1]2[CH2:6][CH2:5][CH2:4][CH:3]=[CH:2]2)[C:10]=1[C:11]#[N:12].